This data is from Catalyst prediction with 721,799 reactions and 888 catalyst types from USPTO. The task is: Predict which catalyst facilitates the given reaction. (1) Reactant: [CH2:1]([C:9]1[CH:14]=[CH:13][C:12]([NH:15][S:16](NC(=O)OCCCl)(=[O:18])=[O:17])=[CH:11][CH:10]=1)[CH2:2][CH2:3][CH2:4][CH2:5][CH2:6][CH2:7][CH3:8].[CH3:26]CN(CC)CC.[NH2:33][C:34]1([CH2:41][C:42]([O-:44])=[O:43])[CH2:39][CH2:38][CH2:37][N:36]([CH3:40])[CH2:35]1. Product: [CH3:40][N:36]1[CH2:37][CH2:38][CH2:39][C:34]([CH2:41][C:42]([O:44][CH3:26])=[O:43])([NH:33][S:16](=[O:17])(=[O:18])[NH:15][C:12]2[CH:11]=[CH:10][C:9]([CH2:1][CH2:2][CH2:3][CH2:4][CH2:5][CH2:6][CH2:7][CH3:8])=[CH:14][CH:13]=2)[CH2:35]1. The catalyst class is: 23. (2) Reactant: [Br:1][C:2]1[CH:16]=[C:15]2[C:5]([CH2:6][C:7]([CH3:18])([CH3:17])[C:8]32[CH:12]=[C:11]([F:13])[C:10](=O)[NH:9]3)=[CH:4][CH:3]=1.P12(SP3(SP(SP(S3)(S1)=S)(=S)S2)=S)=S.[NH3:33].C(OO)(C)(C)C. Product: [Br:1][C:2]1[CH:16]=[C:15]2[C:5]([CH2:6][C:7]([CH3:18])([CH3:17])[C:8]32[CH:12]=[C:11]([F:13])[C:10]([NH2:33])=[N:9]3)=[CH:4][CH:3]=1. The catalyst class is: 17.